Predict the reaction yield, written as a fraction of the theoretical maximum amount of product (1.0 means a 100% yield; for example, 0.34 means a 34% yield). From a dataset of Reaction yield outcomes from USPTO patents with 853,638 reactions. (1) The reactants are [CH3:1][NH:2][C:3]([N:5]1[C:13]2[C:8](=[CH:9][C:10]([O:14][C:15]3[N:20]=[CH:19][N:18]=[C:17]([NH:21][C:22](=O)[O:23]C4C=CC=CC=4)[CH:16]=3)=[CH:11][CH:12]=2)[CH:7]=[CH:6]1)=[O:4].[CH2:31]([N:33]([CH2:38][CH3:39])[CH2:34][CH2:35][CH2:36][NH2:37])[CH3:32].C[N:41](C)C=O. No catalyst specified. The product is [CH3:1][NH:2][C:3]([N:5]1[C:13]2[C:8](=[CH:9][C:10]([O:14][C:15]3[CH:16]=[C:17]([NH:21][C:22]([NH:41][NH:37][CH2:36][CH2:35][CH2:34][N:33]([CH2:38][CH3:39])[CH2:31][CH3:32])=[O:23])[N:18]=[CH:19][N:20]=3)=[CH:11][CH:12]=2)[CH:7]=[CH:6]1)=[O:4]. The yield is 0.700. (2) The reactants are [Br:1][C:2]1[CH:7]=[CH:6][C:5]([O:8][CH3:9])=[CH:4][C:3]=1[N+:10]([O-])=O. The catalyst is C(O)C.[Ni]. The product is [Br:1][C:2]1[CH:7]=[CH:6][C:5]([O:8][CH3:9])=[CH:4][C:3]=1[NH2:10]. The yield is 0.860.